From a dataset of Forward reaction prediction with 1.9M reactions from USPTO patents (1976-2016). Predict the product of the given reaction. (1) Given the reactants [CH3:1][C:2]1[CH:7]=[CH:6][C:5]([C:8]2[O:12][N:11]=[CH:10][C:9]=2[C:13]([OH:15])=O)=[CH:4][CH:3]=1.C(O)(=O)C(O)=O.[Cl:22][C:23]1[CH:28]=[CH:27][CH:26]=[CH:25][C:24]=1[CH:29]1[CH2:33][CH2:32][NH:31][CH2:30]1, predict the reaction product. The product is: [Cl:22][C:23]1[CH:28]=[CH:27][CH:26]=[CH:25][C:24]=1[CH:29]1[CH2:33][CH2:32][N:31]([C:13]([C:9]2[CH:10]=[N:11][O:12][C:8]=2[C:5]2[CH:4]=[CH:3][C:2]([CH3:1])=[CH:7][CH:6]=2)=[O:15])[CH2:30]1. (2) Given the reactants Cl.Cl.[O:3]1[C:8]2=[CH:9][CH:10]=[CH:11][C:7]2=[CH:6][C:5]([CH:12]2[CH2:17][CH2:16][CH2:15][CH2:14][N:13]2[CH2:18][CH2:19][C@H:20]2[CH2:25][CH2:24][C@H:23]([NH2:26])[CH2:22][CH2:21]2)=[CH:4]1.[OH:27][C:28]([CH3:33])([CH3:32])[C:29](N)=[O:30], predict the reaction product. The product is: [O:3]1[C:8]2=[CH:9][CH:10]=[CH:11][C:7]2=[CH:6][C:5]([CH:12]2[CH2:17][CH2:16][CH2:15][CH2:14][N:13]2[CH2:18][CH2:19][C@H:20]2[CH2:21][CH2:22][C@H:23]([NH:26][C:29](=[O:30])[C:28]([OH:27])([CH3:33])[CH3:32])[CH2:24][CH2:25]2)=[CH:4]1.